From a dataset of Reaction yield outcomes from USPTO patents with 853,638 reactions. Predict the reaction yield, written as a fraction of the theoretical maximum amount of product (1.0 means a 100% yield; for example, 0.34 means a 34% yield). (1) The reactants are [CH2:1]([O:3][C:4](=[O:26])[CH2:5][C:6]1[CH:11]=[CH:10][C:9]([C:12](=[O:22])[C:13]2[CH:18]=[CH:17][CH:16]=[C:15]([N+:19]([O-])=O)[CH:14]=2)=[CH:8][C:7]=1[N+:23]([O-])=O)[CH3:2]. The catalyst is C(O)C. The product is [CH2:1]([O:3][C:4](=[O:26])[CH2:5][C:6]1[CH:11]=[CH:10][C:9]([C:12](=[O:22])[C:13]2[CH:18]=[CH:17][CH:16]=[C:15]([NH2:19])[CH:14]=2)=[CH:8][C:7]=1[NH2:23])[CH3:2]. The yield is 1.00. (2) The reactants are [O:1]=[C:2]1[C:11]2[C:6](=[CH:7][CH:8]=[C:9]([C:12]3[CH:19]=[CH:18][C:15]([CH:16]=O)=[CH:14][CH:13]=3)[CH:10]=2)[O:5][C:4]([C:20]2[CH:25]=[CH:24][CH:23]=[CH:22][CH:21]=2)=[CH:3]1.[CH3:26][N:27]1CCC(=C2C3N=CC=CC=3CCC3C=CC=CC2=3)C[CH2:28]1.[CH:48](=O)C1C=CC=CC=1.Cl.N([CH2:59][C:60]([OH:62])=[O:61])C. No catalyst specified. The product is [O:1]=[C:2]1[C:11]2[C:6](=[CH:7][CH:8]=[C:9]([C:12]3[CH:19]=[CH:18][C:15]([CH2:16][N:27]4[CH2:28][CH:59]([C:60]([O:62][CH3:48])=[O:61])[CH2:26]4)=[CH:14][CH:13]=3)[CH:10]=2)[O:5][C:4]([C:20]2[CH:25]=[CH:24][CH:23]=[CH:22][CH:21]=2)=[CH:3]1. The yield is 0.310.